Binary Classification. Given a drug SMILES string, predict its activity (active/inactive) in a high-throughput screening assay against a specified biological target. From a dataset of HIV replication inhibition screening data with 41,000+ compounds from the AIDS Antiviral Screen. (1) The drug is CC(=O)NS(=O)(=O)c1ccc(NC(=O)COC(=O)c2cccc3c(=O)c4ccccc4[nH]c23)cc1. The result is 1 (active). (2) The result is 0 (inactive). The drug is CN1C(=S)CSc2ccccc21. (3) The molecule is CC(NNC(=S)N1CCCC1)c1cccnn1. The result is 0 (inactive).